This data is from Catalyst prediction with 721,799 reactions and 888 catalyst types from USPTO. The task is: Predict which catalyst facilitates the given reaction. (1) Reactant: [Cl:1][C:2]1[CH:3]=[C:4]([CH2:10][NH:11][C@H:12]2[CH2:17][CH2:16][N:15]([CH2:18][CH2:19][N:20]3[C:29]4[C:24](=[N:25][CH:26]=[C:27]([O:30][CH3:31])[CH:28]=4)[CH:23]=[CH:22][C:21]3=[O:32])[CH2:14][C@H:13]2[OH:33])[CH:5]=[N:6][C:7]=1[CH2:8][OH:9].Cl. The catalyst class is: 2. Product: [ClH:1].[Cl:1][C:2]1[CH:3]=[C:4]([CH2:10][NH:11][C@H:12]2[CH2:17][CH2:16][N:15]([CH2:18][CH2:19][N:20]3[C:29]4[C:24](=[N:25][CH:26]=[C:27]([O:30][CH3:31])[CH:28]=4)[CH:23]=[CH:22][C:21]3=[O:32])[CH2:14][C@H:13]2[OH:33])[CH:5]=[N:6][C:7]=1[CH2:8][OH:9]. (2) Reactant: Br[C:2]1[CH:7]=[C:6]([CH3:8])[CH:5]=[CH:4][N:3]=1.CCCCCC.C([Li])CCC.[CH2:20]([O:22][C:23]1[CH:30]=[C:29]([N+:31]([O-:33])=[O:32])[CH:28]=[CH:27][C:24]=1[CH:25]=[O:26])[CH3:21].O. Product: [CH2:20]([O:22][C:23]1[CH:30]=[C:29]([N+:31]([O-:33])=[O:32])[CH:28]=[CH:27][C:24]=1[CH:25]([C:2]1[CH:7]=[C:6]([CH3:8])[CH:5]=[CH:4][N:3]=1)[OH:26])[CH3:21]. The catalyst class is: 469. (3) Reactant: [F-].C([N+](CCCC)(CCCC)CCCC)CCC.[CH:19]([C:21]1[CH:26]=[CH:25][CH:24]=[CH:23][C:22]=1[C:27]1[CH:28]=[CH:29][C:30]([C:33]#[N:34])=[N:31][CH:32]=1)=[O:20].[F:35][C:36]([Si](C)(C)C)([F:38])[F:37].Cl. Product: [F:35][C:36]([F:38])([F:37])[CH:19]([C:21]1[CH:26]=[CH:25][CH:24]=[CH:23][C:22]=1[C:27]1[CH:28]=[CH:29][C:30]([C:33]#[N:34])=[N:31][CH:32]=1)[OH:20]. The catalyst class is: 1. (4) Reactant: [CH2:1]([C:3]1[CH:8]=[C:7]([C:9]2[CH:10]=[N:11][N:12]([CH3:14])[CH:13]=2)[N:6]=[CH:5][C:4]=1[NH2:15])[CH3:2].Cl[C:17]1[N:22]=[CH:21][C:20]2[N:23]=[CH:24][N:25]([CH3:26])[C:19]=2[CH:18]=1.C1(P(C2CCCCC2)C2C=CC=CC=2C2C(C(C)C)=CC(C(C)C)=CC=2C(C)C)CCCCC1.CC(C)([O-])C.[Na+]. Product: [CH2:1]([C:3]1[CH:8]=[C:7]([C:9]2[CH:10]=[N:11][N:12]([CH3:14])[CH:13]=2)[N:6]=[CH:5][C:4]=1[NH:15][C:17]1[N:22]=[CH:21][C:20]2[N:23]=[CH:24][N:25]([CH3:26])[C:19]=2[CH:18]=1)[CH3:2]. The catalyst class is: 12. (5) Reactant: [CH2:1]([NH:4][C:5](=[O:13])[C:6]1[CH:11]=[CH:10][C:9](Br)=[CH:8][CH:7]=1)[CH2:2][CH3:3].[C:14]1([C:20]#[CH:21])[CH:19]=[CH:18][CH:17]=[CH:16][CH:15]=1.N1CCCCC1.C(Cl)Cl. Product: [CH2:1]([NH:4][C:5](=[O:13])[C:6]1[CH:11]=[CH:10][CH:9]=[C:8]([C:21]#[C:20][C:14]2[CH:19]=[CH:18][CH:17]=[CH:16][CH:15]=2)[CH:7]=1)[CH2:2][CH3:3]. The catalyst class is: 189.